This data is from Full USPTO retrosynthesis dataset with 1.9M reactions from patents (1976-2016). The task is: Predict the reactants needed to synthesize the given product. Given the product [F:1][C:2]1[CH:3]=[C:4]2[C:8](=[CH:9][CH:10]=1)[NH:7][CH:6]=[C:5]2[C:11]#[N:12], predict the reactants needed to synthesize it. The reactants are: [F:1][C:2]1[CH:3]=[C:4]2[C:8](=[CH:9][CH:10]=1)[NH:7][CH:6]=[C:5]2[CH:11]=[N:12]O.O=P(Cl)(Cl)Cl.C(=O)(O)[O-].[Na+].